Predict the product of the given reaction. From a dataset of Forward reaction prediction with 1.9M reactions from USPTO patents (1976-2016). The product is: [Br:14][C:12]1[CH:13]=[C:8]([C:5]([CH3:7])([CH3:6])[CH2:4][OH:3])[CH:9]=[N:10][CH:11]=1. Given the reactants C([O:3][C:4](=O)[C:5]([C:8]1[CH:9]=[N:10][CH:11]=[C:12]([Br:14])[CH:13]=1)([CH3:7])[CH3:6])C.[BH4-].[Na+], predict the reaction product.